Dataset: Peptide-MHC class I binding affinity with 185,985 pairs from IEDB/IMGT. Task: Regression. Given a peptide amino acid sequence and an MHC pseudo amino acid sequence, predict their binding affinity value. This is MHC class I binding data. (1) The peptide sequence is MMWYWGPSLY. The MHC is HLA-A02:03 with pseudo-sequence HLA-A02:03. The binding affinity (normalized) is 0.343. (2) The peptide sequence is HPALVFDIT. The MHC is HLA-B08:01 with pseudo-sequence HLA-B08:01. The binding affinity (normalized) is 0.364. (3) The peptide sequence is ATEDPSSGY. The MHC is HLA-A01:01 with pseudo-sequence HLA-A01:01. The binding affinity (normalized) is 0.302. (4) The peptide sequence is DAEACYIYK. The MHC is HLA-A11:01 with pseudo-sequence HLA-A11:01. The binding affinity (normalized) is 0.626.